From a dataset of Full USPTO retrosynthesis dataset with 1.9M reactions from patents (1976-2016). Predict the reactants needed to synthesize the given product. Given the product [CH2:1]([O:3][C:4]1[C:5](/[C:18](/[CH2:31][CH3:32])=[C:19](/[F:30])\[CH:20]=[CH:21]\[C:22](\[CH3:29])=[CH:23]\[C:24]([OH:26])=[O:25])=[CH:6][C:7]2[C:8]([CH2:16][CH3:17])=[CH:9][CH2:10][C:11]([CH3:15])([CH3:14])[C:12]=2[CH:13]=1)[CH3:2], predict the reactants needed to synthesize it. The reactants are: [CH2:1]([O:3][C:4]1[C:5](/[C:18](/[CH2:31][CH3:32])=[C:19](/[F:30])\[CH:20]=[CH:21]\[C:22](\[CH3:29])=[CH:23]\[C:24]([O:26]CC)=[O:25])=[CH:6][C:7]2[C:8]([CH2:16][CH3:17])=[CH:9][CH2:10][C:11]([CH3:15])([CH3:14])[C:12]=2[CH:13]=1)[CH3:2].[OH-].[Na+].